Task: Predict the product of the given reaction.. Dataset: Forward reaction prediction with 1.9M reactions from USPTO patents (1976-2016) Given the reactants [CH3:1][O:2][C:3]1[CH:4]=[C:5]([CH:10]([NH2:12])[CH3:11])[CH:6]=[CH:7][C:8]=1[OH:9].Cl.COC1C=C(C(N)C)C=CC=1O.[CH:26]1[N:31]=[C:30](Cl)[C:29]2[N:33]=[CH:34][N:35]([C@@H:36]3[O:40][C@H:39]([CH2:41][OH:42])[C@@H:38]([OH:43])[C@H:37]3[OH:44])[C:28]=2[N:27]=1.C(N(CC)CC)C, predict the reaction product. The product is: [CH3:1][O:2][C:3]1[CH:4]=[C:5]([CH:10]([NH:12][C:30]2[C:29]3[N:33]=[CH:34][N:35]([C:28]=3[N:27]=[CH:26][N:31]=2)[C@@H:36]2[O:40][C@H:39]([CH2:41][OH:42])[C@@H:38]([OH:43])[C@H:37]2[OH:44])[CH3:11])[CH:6]=[CH:7][C:8]=1[OH:9].